This data is from Experimentally validated miRNA-target interactions with 360,000+ pairs, plus equal number of negative samples. The task is: Binary Classification. Given a miRNA mature sequence and a target amino acid sequence, predict their likelihood of interaction. (1) The miRNA is hsa-miR-6124 with sequence GGGAAAAGGAAGGGGGAGGA. Result: 1 (interaction). The protein sequence of the target gene is MEEFLQRAKSKLNRSKRLEKVHVVIGPKSCDLDSLISTFTYAYFLDKVSPPGVLCLPVLNIPRTEFNYFTETRFILEELNISESFHIFRDEINLHQLNDEGKLSITLVGSSVLASEDKTLESAVVKVINPVEQSDANVEFRESSSSLVLKEILQEAPELITEQLAHRLRGSILFKWMTMESEKISEKQEEILSILEEKFPNLPPREDIINVLQETQFSAQGLSIEQTMLKDLKELSDGEIKVAISTVSMNLENCLFHSNITSDLKAFTDKFGFDVLILFSSYLSEEQQPRRQIAVYSENM.... (2) The miRNA is hsa-miR-4671-3p with sequence UUAGUGCAUAGUCUUUGGUCU. The protein sequence of the target gene is MFSLKPPRPSFRSYLLPPAQTDDKISSEPKIKKLEPVLLPGEIVVNEVNFVRKCIATDTSQYDLWGKLICSNFKISFITDDPMPLQKFHYRNLLLGEHDVPLTCIEQIVTVNDHKRKQKVLGPNQKLKFNPTELIIYCKDFRIVRFRFDESGPESAKKVCLAIAHYSQPTDLQLLFAFEYVGKKYHNSANKVNGVSSGGGGVWSGAGSTGSQRTPLFETYSDWDRETKRTGASGWRVCSINEGYMISTCLPEYFVVPSSLADQDLKIFSHSFVGRRMPFWCWSHSNGSALVRMALIKDAL.... Result: 0 (no interaction). (3) The miRNA is hsa-miR-2681-3p with sequence UAUCAUGGAGUUGGUAAAGCAC. Result: 0 (no interaction). The protein sequence of the target gene is MRPPGFRNFLLLASSLLFAGLSAVPQSFSPSLRSWPGAACRLSRAESERRCRAPGQPPGAALCHGRGRCDCGVCICHVTEPGMFFGPLCECHEWVCETYDGSTCAGHGKCDCGKCKCDQGWYGDACQYPTNCDLTKKKSNQMCKNSQDIICSNAGTCHCGRCKCDNSDGSGLVYGKFCECDDRECIDDETEEICGGHGKCYCGNCYCKAGWHGDKCEFQCDITPWESKRRCTSPDGKICSNRGTCVCGECTCHDVDPTGDWGDIHGDTCECDERDCRAVYDRYSDDFCSGHGQCNCGRCD.... (4) The miRNA is rno-miR-672-5p with sequence UGAGGUUGGUGUACUGUGUGUGA. The protein sequence of the target gene is MLRCLYHWHRPVLNRRWSRLCLPKQYLFTMKLQSPEFQSLFTEGLKSLTELFVKENHELRIAGGAVRDLLNGVKPQDIDFATTATPTQMKEMFQSAGIRMINNRGEKHGTITARLHEENFEITTLRIDVTTDGRHAEVEFTTDWQKDAERRDLTINSMFLGFDGTLFDYFNGYEDLKNKKVRFVGHAKQRIQEDYLRILRYFRFYGRIVDKPGDHDPETLEAIAENAKGLAGISGERIWVELKKILVGNHVNHLIHLIYDLDVAPYIGLPANASLEEFDKVSKNVDGFSPKPVTLLASLF.... Result: 0 (no interaction).